Task: Predict the reactants needed to synthesize the given product.. Dataset: Full USPTO retrosynthesis dataset with 1.9M reactions from patents (1976-2016) (1) Given the product [Cl:1][C:2]1[CH:14]=[C:13]([N:15]2[CH2:20][CH2:19][O:18][CH2:17][S:16]2(=[O:22])=[O:21])[CH:12]=[CH:11][C:3]=1[C:4]([OH:6])=[O:5], predict the reactants needed to synthesize it. The reactants are: [Cl:1][C:2]1[CH:14]=[C:13]([N:15]2[CH2:20][CH2:19][O:18][CH2:17][S:16]2(=[O:22])=[O:21])[CH:12]=[CH:11][C:3]=1[C:4]([O:6]C(C)(C)C)=[O:5]. (2) Given the product [F:34][C:2]([F:1])([F:33])[C:3]1[CH:28]=[C:27]([C:29]([F:30])([F:32])[F:31])[CH:26]=[CH:25][C:4]=1[CH2:5][N:6]1[C:14]2[C:9](=[CH:10][C:11]([CH:15]=[C:16]3[S:20][C:19]([N:42]4[CH2:43][CH2:44][CH:39]([C:37]([O:36][CH3:35])=[O:38])[CH2:40][CH2:41]4)=[N:18][C:17]3=[O:24])=[CH:12][CH:13]=2)[CH:8]=[N:7]1, predict the reactants needed to synthesize it. The reactants are: [F:1][C:2]([F:34])([F:33])[C:3]1[CH:28]=[C:27]([C:29]([F:32])([F:31])[F:30])[CH:26]=[CH:25][C:4]=1[CH2:5][N:6]1[C:14]2[C:9](=[CH:10][C:11]([CH:15]=[C:16]3[S:20][C:19](SCC)=[N:18][C:17]3=[O:24])=[CH:12][CH:13]=2)[CH:8]=[N:7]1.[CH3:35][O:36][C:37]([CH:39]1[CH2:44][CH2:43][NH:42][CH2:41][CH2:40]1)=[O:38]. (3) The reactants are: [OH:1][C:2]1[CH:7]=[C:6]([C:8]([O:10]C)=[O:9])[CH:5]=[CH:4][C:3]=1[C:12]1[CH:17]=[CH:16][CH:15]=[CH:14][C:13]=1[CH3:18].[OH-].[Li+]. Given the product [OH:1][C:2]1[CH:7]=[C:6]([C:8]([OH:10])=[O:9])[CH:5]=[CH:4][C:3]=1[C:12]1[CH:17]=[CH:16][CH:15]=[CH:14][C:13]=1[CH3:18], predict the reactants needed to synthesize it. (4) Given the product [CH2:1]([O:8][CH2:9][CH2:10][CH2:11][C@H:12]1[CH2:16][CH2:15][N:14]([C:17]2[CH:18]=[N:19][CH:20]=[C:21]([O:23][CH2:24][C@@H:25]3[CH2:29][CH2:28][CH2:27][NH:26]3)[CH:22]=2)[CH2:13]1)[C:2]1[CH:3]=[CH:4][CH:5]=[CH:6][CH:7]=1, predict the reactants needed to synthesize it. The reactants are: [CH2:1]([O:8][CH2:9][CH2:10][CH2:11][C@H:12]1[CH2:16][CH2:15][N:14]([C:17]2[CH:18]=[N:19][CH:20]=[C:21]([O:23][CH2:24][C@@H:25]3[CH2:29][CH2:28][CH2:27][N:26]3C(OC(C)(C)C)=O)[CH:22]=2)[CH2:13]1)[C:2]1[CH:7]=[CH:6][CH:5]=[CH:4][CH:3]=1.C(O)(C(F)(F)F)=O. (5) Given the product [CH2:31]([N:35]([CH2:9][CH2:3][CH2:4][CH3:5])[C:9](=[O:11])[C@H:3]([CH2:4][CH2:5][C:6]([OH:8])=[O:7])[NH:2][C:19](=[O:20])[CH:18]([CH2:16][CH3:17])[CH2:22][CH2:23][CH2:24][CH3:25])[CH2:32][CH2:33][CH3:34], predict the reactants needed to synthesize it. The reactants are: O.[NH2:2][C@H:3]([C:9]([O-:11])=O)[CH2:4][CH2:5][C:6]([O-:8])=[O:7].[Na+].[Na+].[OH-].[Na+].[CH2:16]([CH:18]([CH2:22][CH2:23][CH2:24][CH3:25])[C:19](Cl)=[O:20])[CH3:17].S(=O)(=O)(O)O.[CH2:31]([NH2:35])[CH2:32][CH2:33][CH3:34].